This data is from Catalyst prediction with 721,799 reactions and 888 catalyst types from USPTO. The task is: Predict which catalyst facilitates the given reaction. (1) Reactant: [Cl:1][C:2]1[C:7]([NH2:8])=[C:6](Cl)[N:5]=[CH:4][N:3]=1.[S-2:10].[Na+].[Na+]. Product: [NH2:8][C:7]1[C:6]([SH:10])=[N:5][CH:4]=[N:3][C:2]=1[Cl:1]. The catalyst class is: 16. (2) Product: [CH3:29][C:28]1[CH:27]=[C:26]([CH3:30])[NH:25][C:24](=[O:31])[C:23]=1[CH2:22][NH:21][C:18]([C:4]1[C:5]2[CH:10]=[N:9][N:8]([CH2:11][C:12]3[CH:13]=[CH:14][CH:15]=[CH:16][CH:17]=3)[C:6]=2[N:7]=[C:2]([CH3:1])[CH:3]=1)=[O:20]. Reactant: [CH3:1][C:2]1[CH:3]=[C:4]([C:18]([OH:20])=O)[C:5]2[CH:10]=[N:9][N:8]([CH2:11][C:12]3[CH:17]=[CH:16][CH:15]=[CH:14][CH:13]=3)[C:6]=2[N:7]=1.[NH2:21][CH2:22][C:23]1[C:24](=[O:31])[NH:25][C:26]([CH3:30])=[CH:27][C:28]=1[CH3:29].ON1C2N=CC=CC=2N=N1.C(Cl)CCl.CN1CCOCC1. The catalyst class is: 16.